Dataset: TCR-epitope binding with 47,182 pairs between 192 epitopes and 23,139 TCRs. Task: Binary Classification. Given a T-cell receptor sequence (or CDR3 region) and an epitope sequence, predict whether binding occurs between them. (1) The epitope is GTHWFVTQR. The TCR CDR3 sequence is CASSQGPLITEAFF. Result: 0 (the TCR does not bind to the epitope). (2) The epitope is GTSGSPIVNR. The TCR CDR3 sequence is CASSPGVGLASLNEQFF. Result: 0 (the TCR does not bind to the epitope). (3) The epitope is TLIGDCATV. The TCR CDR3 sequence is CASSFLREQYF. Result: 1 (the TCR binds to the epitope). (4) The epitope is TLVPQEHYV. The TCR CDR3 sequence is CSVRAYSEETQYF. Result: 0 (the TCR does not bind to the epitope). (5) The epitope is GLNKIVRMY. The TCR CDR3 sequence is CAITRLIGTTDTEAFF. Result: 0 (the TCR does not bind to the epitope).